This data is from Catalyst prediction with 721,799 reactions and 888 catalyst types from USPTO. The task is: Predict which catalyst facilitates the given reaction. (1) Reactant: [F:1][C:2]1[C:7]([CH2:8][OH:9])=[CH:6][CH:5]=[CH:4][C:3]=1[N:10]1[CH2:15][CH2:14][N:13]([C:16]2[CH:17]=[CH:18][C:19](=[O:22])[NH:20][CH:21]=2)[CH2:12][CH2:11]1.[CH3:23]N(C=O)C.C(=O)([O-])[O-].[K+].[K+].CI. Product: [F:1][C:2]1[C:7]([CH2:8][OH:9])=[CH:6][CH:5]=[CH:4][C:3]=1[N:10]1[CH2:15][CH2:14][N:13]([C:16]2[CH:17]=[CH:18][C:19](=[O:22])[N:20]([CH3:23])[CH:21]=2)[CH2:12][CH2:11]1. The catalyst class is: 146. (2) Reactant: C[O:2][C:3](=[O:44])[CH2:4][O:5][C:6]1[CH:11]=[CH:10][C:9]([O:12][CH2:13][C:14]#[C:15][C:16]2[CH:21]=[C:20]([C:22]#[C:23][C:24]3[CH:29]=[CH:28][C:27]([C:30]([F:33])([F:32])[F:31])=[CH:26][CH:25]=3)[CH:19]=[C:18]([C:34]#[C:35][CH2:36][N:37]3[CH2:42][CH2:41][CH2:40][CH2:39][CH2:38]3)[CH:17]=2)=[CH:8][C:7]=1[CH3:43]. Product: [CH3:43][C:7]1[CH:8]=[C:9]([O:12][CH2:13][C:14]#[C:15][C:16]2[CH:21]=[C:20]([C:22]#[C:23][C:24]3[CH:25]=[CH:26][C:27]([C:30]([F:31])([F:33])[F:32])=[CH:28][CH:29]=3)[CH:19]=[C:18]([C:34]#[C:35][CH2:36][N:37]3[CH2:42][CH2:41][CH2:40][CH2:39][CH2:38]3)[CH:17]=2)[CH:10]=[CH:11][C:6]=1[O:5][CH2:4][C:3]([OH:44])=[O:2]. The catalyst class is: 494. (3) Reactant: [CH2:1]([O:4][N:5]([C@H:18]1[CH2:23][N:22]([C:24]([O:26][C:27]([CH3:30])([CH3:29])[CH3:28])=[O:25])[C@H:21]([CH2:31][O:32][Si](C(C)(C)C)(C)C)[CH:20]=[C:19]1[CH:40]1[CH2:42][CH2:41]1)[S:6]([C:9]1[CH:14]=[CH:13][CH:12]=[CH:11][C:10]=1[N+:15]([O-:17])=[O:16])(=[O:8])=[O:7])[CH:2]=[CH2:3].C(ON([C@H]1CN(C(OC(C)(C)C)=O)[C@H](CO)C=C1C)S(C1C=CC=CC=1[N+]([O-])=O)(=O)=O)C=C. Product: [CH2:1]([O:4][N:5]([C@H:18]1[CH2:23][N:22]([C:24]([O:26][C:27]([CH3:29])([CH3:30])[CH3:28])=[O:25])[C@H:21]([CH2:31][OH:32])[CH:20]=[C:19]1[CH:40]1[CH2:41][CH2:42]1)[S:6]([C:9]1[CH:14]=[CH:13][CH:12]=[CH:11][C:10]=1[N+:15]([O-:17])=[O:16])(=[O:8])=[O:7])[CH:2]=[CH2:3]. The catalyst class is: 1. (4) Reactant: [Cl:1][C:2]1[C:10]2[C:5](=[C:6]([C@H:12]([O:14][CH2:15][C:16]3([C:29]4[CH:34]=[CH:33][C:32]([F:35])=[CH:31][CH:30]=4)[CH2:21][CH2:20][N:19](C(OC(C)(C)C)=O)[CH2:18][CH2:17]3)[CH3:13])[CH:7]=[C:8]([Cl:11])[CH:9]=2)[NH:4][N:3]=1. The catalyst class is: 55. Product: [Cl:1][C:2]1[C:10]2[C:5](=[C:6]([C@H:12]([O:14][CH2:15][C:16]3([C:29]4[CH:30]=[CH:31][C:32]([F:35])=[CH:33][CH:34]=4)[CH2:21][CH2:20][NH:19][CH2:18][CH2:17]3)[CH3:13])[CH:7]=[C:8]([Cl:11])[CH:9]=2)[NH:4][N:3]=1. (5) Reactant: Cl.[CH2:2]([O:4][C:5](=[O:12])[C:6]1([CH2:11][CH2:10][CH2:9][CH2:8]1)[NH2:7])[CH3:3].CCN(CC)CC.[Cl:20][C:21]1[C:30]2[C:25](=[CH:26][CH:27]=[C:28]([S:31](Cl)(=[O:33])=[O:32])[CH:29]=2)[C:24]([Cl:35])=[CH:23][N:22]=1. Product: [CH2:2]([O:4][C:5](=[O:12])[C:6]1([CH2:11][CH2:10][CH2:9][CH2:8]1)[NH:7][S:31]([C:28]1[CH:29]=[C:30]2[C:25]([C:24]([Cl:35])=[CH:23][N:22]=[C:21]2[Cl:20])=[CH:26][CH:27]=1)(=[O:33])=[O:32])[CH3:3]. The catalyst class is: 2. (6) Reactant: [F:1][C:2]([F:12])([F:11])[O:3][C:4]1[CH:5]=[C:6]([OH:10])[CH:7]=[CH:8][CH:9]=1.Br[CH2:14][CH2:15][OH:16].C(=O)([O-])[O-].[K+].[K+]. Product: [F:1][C:2]([F:11])([F:12])[O:3][C:4]1[CH:5]=[C:6]([CH:7]=[CH:8][CH:9]=1)[O:10][CH2:14][CH2:15][OH:16]. The catalyst class is: 3. (7) Reactant: [CH3:1][S:2]([C:5]1[CH:12]=[CH:11][C:8]([C:9]#[N:10])=[CH:7][C:6]=1[C:13]([F:16])([F:15])[F:14])(=[O:4])=[O:3]. Product: [CH3:1][S:2]([C:5]1[CH:12]=[CH:11][C:8]([CH2:9][NH2:10])=[CH:7][C:6]=1[C:13]([F:14])([F:15])[F:16])(=[O:4])=[O:3]. The catalyst class is: 834.